This data is from Reaction yield outcomes from USPTO patents with 853,638 reactions. The task is: Predict the reaction yield, written as a fraction of the theoretical maximum amount of product (1.0 means a 100% yield; for example, 0.34 means a 34% yield). (1) No catalyst specified. The reactants are N[C@@](C1C=CC2C(=CC=C(O[C@H]3CC[C@@H](C(F)(F)F)CC3)C=2)C=1)(C)CO.[CH3:27][C@@:28]1([C:34]2[CH:43]=[CH:42][C:41]3[C:36](=[CH:37][CH:38]=[C:39]([O:44][CH:45]4[CH2:50][CH2:49][CH:48]([CH2:51][CH2:52][CH2:53][CH2:54][CH3:55])[CH2:47][CH2:46]4)[CH:40]=3)[CH:35]=2)[CH2:32][O:31]C(=O)[NH:29]1.CC(OC(/N=N/C(OC(C)C)=O)=O)C.CCOC(/N=N/C(OCC)=O)=O. The product is [NH2:29][C@@:28]([C:34]1[CH:43]=[CH:42][C:41]2[C:36](=[CH:37][CH:38]=[C:39]([O:44][CH:45]3[CH2:46][CH2:47][CH:48]([CH2:51][CH2:52][CH2:53][CH2:54][CH3:55])[CH2:49][CH2:50]3)[CH:40]=2)[CH:35]=1)([CH3:27])[CH2:32][OH:31]. The yield is 0.350. (2) The reactants are P(Cl)(Cl)(Cl)=O.[CH3:6][O:7][C:8]1[CH:9]=[C:10]2[C:14](=[CH:15][CH:16]=1)[NH:13][C:12]([CH2:17][CH2:18][CH3:19])=[CH:11]2.CN(C)[CH:22]=[O:23]. No catalyst specified. The product is [CH3:6][O:7][C:8]1[CH:9]=[C:10]2[C:14](=[CH:15][CH:16]=1)[NH:13][C:12]([CH2:17][CH2:18][CH3:19])=[C:11]2[CH:22]=[O:23]. The yield is 0.860. (3) The catalyst is O1CCOCC1.O.C1C=CC([P]([Pd]([P](C2C=CC=CC=2)(C2C=CC=CC=2)C2C=CC=CC=2)([P](C2C=CC=CC=2)(C2C=CC=CC=2)C2C=CC=CC=2)[P](C2C=CC=CC=2)(C2C=CC=CC=2)C2C=CC=CC=2)(C2C=CC=CC=2)C2C=CC=CC=2)=CC=1. The reactants are [Br:1][C:2]1[C:3]([OH:12])=[C:4]([C:8]([O:10][CH3:11])=[O:9])[S:5][C:6]=1Br.CC1(C)COB([C:20]2[N:24]([CH3:25])[N:23]=[CH:22][CH:21]=2)OC1.C([O-])([O-])=O.[K+].[K+]. The yield is 0.150. The product is [Br:1][C:2]1[C:3]([OH:12])=[C:4]([C:8]([O:10][CH3:11])=[O:9])[S:5][C:6]=1[C:20]1[N:24]([CH3:25])[N:23]=[CH:22][CH:21]=1. (4) The reactants are [NH:1]1[C:9]2[C:4](=[CH:5][CH:6]=[CH:7][CH:8]=2)[C:3](/[CH:10]=[CH:11]/[C:12]2[CH:25]=[CH:24][C:15]([C:16]([N:18]3[CH2:23][CH2:22][NH:21][CH2:20][CH2:19]3)=[O:17])=[CH:14][CH:13]=2)=[N:2]1.CN1CCOCC1.Cl.C(N=C=NCCCN(C)C)C.O.ON1C2C=CC=CC=2N=N1.[CH3:56][O:57][CH2:58][CH2:59][O:60][CH2:61][C:62](O)=[O:63]. No catalyst specified. The product is [CH3:56][O:57][CH2:58][CH2:59][O:60][CH2:61][C:62]([N:21]1[CH2:22][CH2:23][N:18]([C:16](=[O:17])[C:15]2[CH:14]=[CH:13][C:12](/[CH:11]=[CH:10]/[C:3]3[C:4]4[C:9](=[CH:8][CH:7]=[CH:6][CH:5]=4)[NH:1][N:2]=3)=[CH:25][CH:24]=2)[CH2:19][CH2:20]1)=[O:63]. The yield is 0.0400. (5) The reactants are [CH3:1][O:2][C:3](=[O:46])[NH:4][CH:5]([C:12]([N:14]1[CH2:18][CH2:17][CH2:16][CH:15]1[C:19]1[NH:20][C:21]([C:24]2[CH:29]=[CH:28][C:27]([C:30]3[CH:35]=[CH:34][C:33]([C:36]4[NH:37][C:38]([CH:41]5[CH2:45][CH2:44][CH2:43][NH:42]5)=[N:39][CH:40]=4)=[CH:32][CH:31]=3)=[CH:26][CH:25]=2)=[CH:22][N:23]=1)=[O:13])[CH2:6][CH2:7][C:8]([F:11])([F:10])[F:9].[F:47][C:48]([F:61])([F:60])[CH2:49][CH2:50][CH:51]([NH:55][C:56]([O:58][CH3:59])=[O:57])[C:52](O)=[O:53].CN(C(ON1N=NC2C=CC=NC1=2)=[N+](C)C)C.F[P-](F)(F)(F)(F)F.C(N(C(C)C)CC)(C)C. The catalyst is CN(C)C=O. The product is [CH3:59][O:58][C:56](=[O:57])[NH:55][CH:51]([C:52]([N:42]1[CH2:43][CH2:44][CH2:45][CH:41]1[C:38]1[NH:37][C:36]([C:33]2[CH:34]=[CH:35][C:30]([C:27]3[CH:26]=[CH:25][C:24]([C:21]4[NH:20][C:19]([CH:15]5[CH2:16][CH2:17][CH2:18][N:14]5[C:12](=[O:13])[CH:5]([NH:4][C:3]([O:2][CH3:1])=[O:46])[CH2:6][CH2:7][C:8]([F:9])([F:11])[F:10])=[N:23][CH:22]=4)=[CH:29][CH:28]=3)=[CH:31][CH:32]=2)=[CH:40][N:39]=1)=[O:53])[CH2:50][CH2:49][C:48]([F:47])([F:61])[F:60]. The yield is 0.230.